Predict the reactants needed to synthesize the given product. From a dataset of Full USPTO retrosynthesis dataset with 1.9M reactions from patents (1976-2016). (1) Given the product [CH3:2][C:1]([C:4]1[CH:9]=[CH:8][CH:7]=[C:6]([N+:10]([O-:12])=[O:11])[CH:5]=1)=[O:3], predict the reactants needed to synthesize it. The reactants are: [C:1]([C:4]1[CH:9]=[CH:8][CH:7]=[CH:6][CH:5]=1)(=[O:3])[CH3:2].[N+:10]([O-])([OH:12])=[O:11]. (2) Given the product [CH2:38]([NH:42][C:14](=[O:16])[C@@H:13]1[CH2:17][CH2:18][CH2:19][N:12]1[C:10](=[O:11])[C@@H:9]([NH:8][C:6]([O:5][C:1]([CH3:2])([CH3:3])[CH3:4])=[O:7])[CH2:20][CH3:21])[CH2:39][CH2:40][CH3:41], predict the reactants needed to synthesize it. The reactants are: [C:1]([O:5][C:6]([NH:8][C@@H:9]([CH2:20][CH3:21])[C:10]([N:12]1[CH2:19][CH2:18][CH2:17][C@H:13]1[C:14]([OH:16])=O)=[O:11])=[O:7])([CH3:4])([CH3:3])[CH3:2].C(N1CCOCC1)C.ClC(OCC(C)C)=O.[CH2:38]([NH2:42])[CH2:39][CH2:40][CH3:41]. (3) Given the product [C:33]([C:30]1[CH:31]=[C:32]2[C:27](=[CH:28][CH:29]=1)[NH:26][CH:25]=[C:24]2[CH2:23][CH2:22][CH2:21][CH2:20][N:4]1[CH2:3][CH2:2][N:1]([C:7]2[CH:8]=[CH:9][C:10]3[O:14][C:13]([C:15]([NH2:17])=[O:16])=[CH:12][C:11]=3[CH:18]=2)[CH2:6][CH2:5]1)#[N:34], predict the reactants needed to synthesize it. The reactants are: [N:1]1([C:7]2[CH:8]=[CH:9][C:10]3[O:14][C:13]([C:15]([NH2:17])=[O:16])=[CH:12][C:11]=3[CH:18]=2)[CH2:6][CH2:5][NH:4][CH2:3][CH2:2]1.Cl[CH2:20][CH2:21][CH2:22][CH2:23][C:24]1[C:32]2[C:27](=[CH:28][CH:29]=[C:30]([C:33]#[N:34])[CH:31]=2)[NH:26][CH:25]=1.C(=O)([O-])[O-].[K+].[K+].O. (4) Given the product [CH2:1]([NH:3][C:4]1[NH:8][C:7]2[CH:9]=[C:10]([C:13]3[CH:14]=[CH:15][C:16]4[O:22][CH2:21][CH2:20][N:19]([C:23]5[C:32]6[C:27](=[CH:28][C:29]([O:33][CH2:36][CH3:37])=[CH:30][CH:31]=6)[N:26]=[C:25]([CH3:34])[N:24]=5)[CH2:18][C:17]=4[CH:35]=3)[CH:11]=[CH:12][C:6]=2[N:5]=1)[CH3:2], predict the reactants needed to synthesize it. The reactants are: [CH2:1]([NH:3][C:4]1[NH:8][C:7]2[CH:9]=[C:10]([C:13]3[CH:14]=[CH:15][C:16]4[O:22][CH2:21][CH2:20][N:19]([C:23]5[C:32]6[C:27](=[CH:28][C:29]([OH:33])=[CH:30][CH:31]=6)[N:26]=[C:25]([CH3:34])[N:24]=5)[CH2:18][C:17]=4[CH:35]=3)[CH:11]=[CH:12][C:6]=2[N:5]=1)[CH3:2].[CH2:36](I)[CH3:37]. (5) Given the product [CH3:18][C:10]1[CH:11]=[C:12]([N+:15]([O-:17])=[O:16])[CH:13]=[CH:14][C:9]=1[C:21]1[N:26]2[CH:27]=[CH:28][N:29]=[C:25]2[CH:24]=[CH:23][CH:22]=1, predict the reactants needed to synthesize it. The reactants are: CC1(C)C(C)(C)OB([C:9]2[CH:14]=[CH:13][C:12]([N+:15]([O-:17])=[O:16])=[CH:11][C:10]=2[CH3:18])O1.Br[C:21]1[N:26]2[CH:27]=[CH:28][N:29]=[C:25]2[CH:24]=[CH:23][CH:22]=1.C(=O)([O-])[O-].[K+].[K+].